This data is from Forward reaction prediction with 1.9M reactions from USPTO patents (1976-2016). The task is: Predict the product of the given reaction. (1) Given the reactants [OH:1][C:2]1[CH:9]=[CH:8][C:5]([CH:6]=O)=[CH:4][CH:3]=1.[CH3:10][C:11]1([CH3:19])[O:16][C:15](=[O:17])[CH2:14][C:13](=[O:18])[O:12]1, predict the reaction product. The product is: [OH:1][C:2]1[CH:9]=[CH:8][C:5]([CH:6]=[C:14]2[C:15](=[O:17])[O:16][C:11]([CH3:19])([CH3:10])[O:12][C:13]2=[O:18])=[CH:4][CH:3]=1. (2) The product is: [CH2:1]([O:8][CH2:9][C:10]1([CH2:12][O:13][CH2:14][C:15]2[CH:16]=[CH:17][CH:18]=[CH:19][CH:20]=2)[O:22][CH2:23][CH2:24][O:11]1)[C:2]1[CH:3]=[CH:4][CH:5]=[CH:6][CH:7]=1. Given the reactants [CH2:1]([O:8][CH2:9][C:10]([CH2:12][O:13][CH2:14][C:15]1[CH:20]=[CH:19][CH:18]=[CH:17][CH:16]=1)=[O:11])[C:2]1[CH:7]=[CH:6][CH:5]=[CH:4][CH:3]=1.C(OCC)(OCC)[O:22][CH2:23][CH3:24].C(=O)([O-])O.[Na+], predict the reaction product. (3) Given the reactants [CH3:1][C:2]1[C:3]([CH2:14][S:15]([C:17]2[NH:21][C:20]3[CH:22]=[CH:23][CH:24]=[CH:25][C:19]=3[N:18]=2)=[O:16])=[N:4][CH:5]=[CH:6][C:7]=1[O:8][CH2:9][C:10]([F:13])([F:12])[F:11].ClCCl.[CH2:29]=[O:30], predict the reaction product. The product is: [CH3:1][C:2]1[C:3]([CH2:14][S:15]([C:17]2[N:18]([CH2:29][OH:30])[C:19]3[CH:25]=[CH:24][CH:23]=[CH:22][C:20]=3[N:21]=2)=[O:16])=[N:4][CH:5]=[CH:6][C:7]=1[O:8][CH2:9][C:10]([F:13])([F:11])[F:12]. (4) Given the reactants [Cl:1][C:2]1[CH:7]=[CH:6][C:5]([S:8][CH2:9][CH2:10][NH:11][C:12]([CH:14]2[CH2:19][CH2:18][O:17][CH2:16][CH2:15]2)=[O:13])=[CH:4][CH:3]=1.C1C(=O)N(Cl)C(=O)C1.C(O)(C(F)(F)F)=O, predict the reaction product. The product is: [Cl:1][C:2]1[CH:7]=[CH:6][C:5]([S:8][C:9]2[O:13][C:12]([CH:14]3[CH2:19][CH2:18][O:17][CH2:16][CH2:15]3)=[N:11][CH:10]=2)=[CH:4][CH:3]=1. (5) Given the reactants [ClH:1].C1(C(C2C=CC=CC=2)[N:9]2[CH2:12][CH:11]([N:13]3[CH:17]=[CH:16][C:15]([C:18]4[CH:23]=[CH:22][C:21]([F:24])=[CH:20][CH:19]=4)=[C:14]3[C:25]3[CH:30]=[CH:29][N:28]=[CH:27][CH:26]=3)[CH2:10]2)C=CC=CC=1, predict the reaction product. The product is: [ClH:1].[ClH:1].[NH:9]1[CH2:10][CH:11]([N:13]2[CH:17]=[CH:16][C:15]([C:18]3[CH:19]=[CH:20][C:21]([F:24])=[CH:22][CH:23]=3)=[C:14]2[C:25]2[CH:30]=[CH:29][N:28]=[CH:27][CH:26]=2)[CH2:12]1. (6) Given the reactants Cl.[C:2]([CH2:6][C@H:7]([C:9]([NH:11][C@H:12]([C:18]([OH:20])=[O:19])[CH2:13][C:14]([CH3:17])([CH3:16])[CH3:15])=[O:10])[NH2:8])([CH3:5])([CH3:4])[CH3:3].[OH2:21].CN1[CH2:28][CH2:27][O:26][CH2:25]C1, predict the reaction product. The product is: [CH2:27]([O:26][C:25]([NH:8][C@@H:7]([C:9]([NH:11][C@H:12]([C:18]([OH:20])=[O:19])[CH2:13][C:14]([CH3:17])([CH3:16])[CH3:15])=[O:10])[CH2:6][C:2]([CH3:5])([CH3:3])[CH3:4])=[O:21])[C:28]1[CH:9]=[CH:7][CH:6]=[CH:2][CH:3]=1. (7) Given the reactants [NH2:1][C:2]1[CH:3]=[C:4](C(O)=O)[CH:5]=[C:6]([CH:10]=1)C(O)=O.[C:14](#[N:16])[CH3:15], predict the reaction product. The product is: [C:2](#[N:1])[C:10]1[C:15](=[CH:3][CH:4]=[CH:5][CH:6]=1)[C:14]#[N:16]. (8) Given the reactants [Br:1][C:2]1[CH:3]=[C:4]([NH:8][C:9]2[C:18]3[C:13](=[CH:14][C:15]([O:22][CH2:23][CH2:24][CH2:25][CH:26]4[CH2:31][CH2:30][N:29]([CH3:32])[CH2:28][CH2:27]4)=[C:16]([N+:19]([O-])=O)[CH:17]=3)[N:12]=[CH:11][N:10]=2)[CH:5]=[CH:6][CH:7]=1.C(O)(=O)C.[OH-].[Na+], predict the reaction product. The product is: [NH2:19][C:16]1[CH:17]=[C:18]2[C:13](=[CH:14][C:15]=1[O:22][CH2:23][CH2:24][CH2:25][CH:26]1[CH2:31][CH2:30][N:29]([CH3:32])[CH2:28][CH2:27]1)[N:12]=[CH:11][N:10]=[C:9]2[NH:8][C:4]1[CH:5]=[CH:6][CH:7]=[C:2]([Br:1])[CH:3]=1. (9) Given the reactants [CH3:1][CH:2]([N:4]1[CH:8]([CH3:9])[CH2:7][C:6](=[O:10])[NH:5]1)[CH3:3].OO.O.[OH-].[Na+], predict the reaction product. The product is: [CH3:1][CH:2]([N:4]1[C:8]([CH3:9])=[CH:7][C:6](=[O:10])[NH:5]1)[CH3:3]. (10) Given the reactants [CH2:1]([NH:4][S:5]([CH:8]([CH3:10])[CH3:9])(=[O:7])=[O:6])[CH2:2][CH3:3].[C:11]1([CH2:17][O:18][C:19]([NH:21][CH2:22][CH:23]=[CH2:24])=[O:20])[CH:16]=[CH:15][CH:14]=[CH:13][CH:12]=1.[CH:25]12[CH2:44][CH2:43][CH2:42][CH:38](CC[CH2:41]1)B12[H]B2(C3C[CH2:38][CH2:42][CH:43]2[CH2:44][CH2:25][CH2:41]3)[H]1.[OH-].[Na+].OO, predict the reaction product. The product is: [CH3:3][CH:2]([C:41]1[CH:25]=[CH:44][C:43]([CH2:24][CH2:23][CH2:22][NH:21][C:19]([O:18][CH2:17][C:11]2[CH:16]=[CH:15][CH:14]=[CH:13][CH:12]=2)=[O:20])=[CH:42][CH:38]=1)[CH2:1][NH:4][S:5]([CH:8]([CH3:10])[CH3:9])(=[O:7])=[O:6].